From a dataset of Full USPTO retrosynthesis dataset with 1.9M reactions from patents (1976-2016). Predict the reactants needed to synthesize the given product. (1) Given the product [Cl:31][C:11]1[C:12]2[N:13]([N:15]=[C:16]([C:18]([O:20][CH2:21][CH3:22])=[O:19])[CH:17]=2)[CH:14]=[C:9]([C:3]2[CH:4]=[CH:5][C:6]([Cl:8])=[CH:7][C:2]=2[Cl:1])[N:10]=1, predict the reactants needed to synthesize it. The reactants are: [Cl:1][C:2]1[CH:7]=[C:6]([Cl:8])[CH:5]=[CH:4][C:3]=1[C:9]1[NH:10][C:11](=O)[C:12]2[N:13]([N:15]=[C:16]([C:18]([O:20][CH2:21][CH3:22])=[O:19])[CH:17]=2)[CH:14]=1.C(=O)(O)[O-].[Na+].P(Cl)(Cl)([Cl:31])=O. (2) Given the product [NH2:15][CH2:3][C@H:2]([OH:1])[CH2:4][N:5]1[CH2:14][CH2:13][C:12]2[C:7](=[CH:8][CH:9]=[CH:10][CH:11]=2)[CH2:6]1, predict the reactants needed to synthesize it. The reactants are: [O:1]1[CH2:3][C@H:2]1[CH2:4][N:5]1[CH2:14][CH2:13][C:12]2[C:7](=[CH:8][CH:9]=[CH:10][CH:11]=2)[CH2:6]1.[NH3:15].CCO. (3) Given the product [CH3:1][O:2][C:3]1[CH:8]=[CH:7][C:6]([C:9]2[N:10]([C:19]3[CH:24]=[CH:23][C:22]([S:25]([CH3:28])(=[O:27])=[O:26])=[CH:21][CH:20]=3)[CH:11]=[C:12]([C:14]([F:16])([F:17])[F:15])[N:13]=2)=[CH:5][N:4]=1, predict the reactants needed to synthesize it. The reactants are: [CH3:1][O:2][C:3]1[CH:8]=[CH:7][C:6]([C:9]2[N:10]([C:19]3[CH:24]=[CH:23][C:22]([S:25]([CH3:28])(=[O:27])=[O:26])=[CH:21][CH:20]=3)[CH2:11][C:12](O)([C:14]([F:17])([F:16])[F:15])[N:13]=2)=[CH:5][N:4]=1.O.C1(C)C=CC(S(O)(=O)=O)=CC=1. (4) Given the product [C:9]([C:13]1[C:22]2[O:21][CH2:20][CH2:19][N:18]([CH3:1])[C:17]=2[CH:16]=[C:15]([C:23](=[O:25])[CH3:24])[CH:14]=1)([CH3:12])([CH3:10])[CH3:11], predict the reactants needed to synthesize it. The reactants are: [C:1](=O)([O-])[O-].[K+].[K+].CI.[C:9]([C:13]1[C:22]2[O:21][CH2:20][CH2:19][NH:18][C:17]=2[CH:16]=[C:15]([C:23](=[O:25])[CH3:24])[CH:14]=1)([CH3:12])([CH3:11])[CH3:10]. (5) Given the product [C:1]1([S:7]([NH:27][CH2:28][CH2:29][CH2:30][CH2:31][CH2:32][NH:33][C:34]([CH2:36][S:37][C:38](=[O:40])[CH3:39])=[O:35])(=[O:9])=[O:8])[CH:6]=[CH:5][CH:4]=[CH:3][CH:2]=1, predict the reactants needed to synthesize it. The reactants are: [C:1]1([S:7](Cl)(=[O:9])=[O:8])[CH:6]=[CH:5][CH:4]=[CH:3][CH:2]=1.CCN(C(C)C)C(C)C.FC(F)(F)C(O)=O.[NH2:27][CH2:28][CH2:29][CH2:30][CH2:31][CH2:32][NH:33][C:34]([CH2:36][S:37][C:38](=[O:40])[CH3:39])=[O:35].C(O)C(N)(CO)CO. (6) Given the product [OH:8][CH2:9][CH2:10][N:11]1[C:17](=[O:18])[C@@H:16]([NH:19][C:20]([C@@H:22]([O:24][C:25](=[O:32])[NH:26][CH2:27][C:28]([F:29])([F:30])[F:31])[CH3:23])=[O:21])[C:15]2[CH:33]=[CH:34][CH:35]=[CH:36][C:14]=2[C:13]2[CH:37]=[CH:38][CH:39]=[CH:40][C:12]1=2, predict the reactants needed to synthesize it. The reactants are: C([O:8][CH2:9][CH2:10][N:11]1[C:17](=[O:18])[C@@H:16]([NH:19][C:20]([C@@H:22]([O:24][C:25](=[O:32])[NH:26][CH2:27][C:28]([F:31])([F:30])[F:29])[CH3:23])=[O:21])[C:15]2[CH:33]=[CH:34][CH:35]=[CH:36][C:14]=2[C:13]2[CH:37]=[CH:38][CH:39]=[CH:40][C:12]1=2)C1C=CC=CC=1.C(OCC)(=O)C. (7) Given the product [C:6]([O:10][C:11]([NH:13][C:14]1[CH:19]=[CH:18][C:17]([CH:2]([N:13]([CH:14]([CH3:19])[CH3:15])[CH3:11])[C:1]([OH:5])=[O:4])=[CH:16][CH:15]=1)=[O:12])([CH3:9])([CH3:8])[CH3:7], predict the reactants needed to synthesize it. The reactants are: [C:1]([OH:5])(=[O:4])[CH:2]=O.[C:6]([O:10][C:11]([NH:13][C:14]1[CH:19]=[CH:18][C:17](B(O)O)=[CH:16][CH:15]=1)=[O:12])([CH3:9])([CH3:8])[CH3:7].